Task: Predict hERG channel inhibition at various concentrations.. Dataset: hERG Central: cardiac toxicity at 1µM, 10µM, and general inhibition (1) The drug is O=C(NCc1ccon1)c1ccc(OC2CCN(CCc3ccccc3)CC2)cc1. Results: hERG_inhib (hERG inhibition (general)): blocker. (2) The drug is CCN1CCC(NC(=O)Nc2cccc(C(F)(F)F)c2)CC1. Results: hERG_inhib (hERG inhibition (general)): blocker.